Predict which catalyst facilitates the given reaction. From a dataset of Catalyst prediction with 721,799 reactions and 888 catalyst types from USPTO. (1) Reactant: [NH2:1][C:2]1[CH:3]=[CH:4][C:5]([C:8]2[CH:13]=[CH:12][C:11]([C:14]34[CH2:22][CH2:21][C:17]([CH2:23][OH:24])([CH2:18][CH:19]3Br)[CH2:16][O:15]4)=[CH:10][CH:9]=2)=[N:6][CH:7]=1.CC(N=NC(C#N)(C)C)(C#N)C.CCCC[SnH](CCCC)CCCC. Product: [NH2:1][C:2]1[CH:3]=[CH:4][C:5]([C:8]2[CH:9]=[CH:10][C:11]([C:14]34[CH2:22][CH2:21][C:17]([CH2:23][OH:24])([CH2:18][CH2:19]3)[CH2:16][O:15]4)=[CH:12][CH:13]=2)=[N:6][CH:7]=1. The catalyst class is: 359. (2) Reactant: [Cl:1][C:2]1[CH:7]=[CH:6][C:5]([C:8]2[CH:13]=[CH:12][CH:11]=[CH:10][CH:9]=2)=[CH:4][CH:3]=1.[CH:14]1([C:20](Cl)=[O:21])[CH2:19][CH2:18][CH2:17][CH2:16][CH2:15]1.[N+](C)([O-])=O.[Cl-].[Al+3].[Cl-].[Cl-]. Product: [Cl:1][C:2]1[CH:3]=[CH:4][C:5]([C:8]2[CH:13]=[CH:12][C:11]([C:20]([CH:14]3[CH2:19][CH2:18][CH2:17][CH2:16][CH2:15]3)=[O:21])=[CH:10][CH:9]=2)=[CH:6][CH:7]=1. The catalyst class is: 6. (3) Reactant: Cl[C:2]1[O:3][C:4]([CH:14](C)[CH2:15][C:16](O)=O)=[C:5]([C:7]2[CH:12]=[CH:11][C:10]([Cl:13])=[CH:9][CH:8]=2)[N:6]=1.[C:20](=[O:23])([O-])[O-:21].[K+].[K+].[N:26]1[C:30]2[CH:31]=[CH:32][CH:33]=[CH:34][C:29]=2[NH:28][CH:27]=1.CN(C)C=O. Product: [N:26]1([C:2]2[O:3][C:4]([CH2:14][CH2:15][CH2:16][C:20]([OH:21])=[O:23])=[C:5]([C:7]3[CH:8]=[CH:9][C:10]([Cl:13])=[CH:11][CH:12]=3)[N:6]=2)[C:30]2[CH:31]=[CH:32][CH:33]=[CH:34][C:29]=2[N:28]=[CH:27]1. The catalyst class is: 6.